Dataset: Reaction yield outcomes from USPTO patents with 853,638 reactions. Task: Predict the reaction yield, written as a fraction of the theoretical maximum amount of product (1.0 means a 100% yield; for example, 0.34 means a 34% yield). (1) The reactants are [CH2:1]([C:5]1(O)[CH2:10][CH2:9][CH2:8][CH2:7][CH2:6]1)[CH:2]([CH3:4])[CH3:3].P(=O)(O)(O)O. No catalyst specified. The product is [CH2:1]([C:5]1[CH2:10][CH2:9][CH2:8][CH2:7][CH:6]=1)[CH:2]([CH3:4])[CH3:3]. The yield is 0.780. (2) The catalyst is O. The yield is 0.620. The product is [Cl:11][C:9]1[N:10]=[C:2]([NH:14][CH2:12][CH3:13])[C:3]([C:4]([OH:6])=[O:5])=[CH:7][CH:8]=1. The reactants are Cl[C:2]1[N:10]=[C:9]([Cl:11])[CH:8]=[CH:7][C:3]=1[C:4]([OH:6])=[O:5].[CH2:12]([NH2:14])[CH3:13].